Dataset: Full USPTO retrosynthesis dataset with 1.9M reactions from patents (1976-2016). Task: Predict the reactants needed to synthesize the given product. (1) Given the product [CH2:17]([C:12]1[CH:13]=[CH:14][CH:15]=[CH:16][C:11]=1[NH:10][C:8]([C:3]1[C:4]([CH3:7])=[N:5][S:6][C:2]=1[NH:1][C:20]1[S:21][C:22]([C:26]([O:28][CH2:29][CH3:30])=[O:27])=[C:23]([CH3:25])[N:24]=1)=[O:9])[CH3:18], predict the reactants needed to synthesize it. The reactants are: [NH2:1][C:2]1[S:6][N:5]=[C:4]([CH3:7])[C:3]=1[C:8]([NH:10][C:11]1[CH:16]=[CH:15][CH:14]=[CH:13][C:12]=1[CH2:17][CH3:18])=[O:9].Br[C:20]1[S:21][C:22]([C:26]([O:28][CH2:29][CH3:30])=[O:27])=[C:23]([CH3:25])[N:24]=1.C(=O)([O-])[O-].[Cs+].[Cs+].CC1(C)C2C(=C(P(C3C=CC=CC=3)C3C=CC=CC=3)C=CC=2)OC2C(P(C3C=CC=CC=3)C3C=CC=CC=3)=CC=CC1=2. (2) Given the product [Cl:8][C:6]1[CH:7]=[C:2]([N:10]2[CH2:16][CH2:15][CH2:14][CH2:13][CH2:12][CH2:11]2)[N:3]=[C:4]([NH2:9])[N:5]=1, predict the reactants needed to synthesize it. The reactants are: Cl[C:2]1[CH:7]=[C:6]([Cl:8])[N:5]=[C:4]([NH2:9])[N:3]=1.[NH:10]1[CH2:16][CH2:15][CH2:14][CH2:13][CH2:12][CH2:11]1.C(N(CC)CC)C. (3) Given the product [C:1]([Si:5]([CH3:11])([CH3:10])[O:6][CH2:7][CH2:8][NH:9][C:17]([N:14]1[CH:13]=[CH:12][N:16]=[CH:15]1)=[O:18])([CH3:4])([CH3:3])[CH3:2], predict the reactants needed to synthesize it. The reactants are: [C:1]([Si:5]([CH3:11])([CH3:10])[O:6][CH2:7][CH2:8][NH2:9])([CH3:4])([CH3:3])[CH3:2].[CH:12]1[N:16]=[CH:15][N:14]([C:17](N2C=NC=C2)=[O:18])[CH:13]=1. (4) Given the product [CH2:13]([N:9]1[CH2:10][CH2:11][N:6]2[N:5]=[C:4]([N+:1]([O-:3])=[O:2])[CH:12]=[C:7]2[CH2:8]1)[CH3:14], predict the reactants needed to synthesize it. The reactants are: [N+:1]([C:4]1[CH:12]=[C:7]2[CH2:8][NH:9][CH2:10][CH2:11][N:6]2[N:5]=1)([O-:3])=[O:2].[CH:13](=O)[CH3:14].[BH3-]C#N.[Na+]. (5) Given the product [F:16][C:13]1[CH:14]=[CH:15][C:10]([N:7]2[C:6]3[CH:17]=[C:2]([C:29]4[N:25]([C:22]5[CH:21]=[CH:20][C:19]([F:18])=[CH:24][CH:23]=5)[CH:26]=[N:27][CH:28]=4)[CH:3]=[CH:4][C:5]=3[N:9]=[CH:8]2)=[CH:11][CH:12]=1, predict the reactants needed to synthesize it. The reactants are: Br[C:2]1[CH:3]=[CH:4][C:5]2[N:9]=[CH:8][N:7]([C:10]3[CH:15]=[CH:14][C:13]([F:16])=[CH:12][CH:11]=3)[C:6]=2[CH:17]=1.[F:18][C:19]1[CH:24]=[CH:23][C:22]([N:25]2[CH:29]=[CH:28][N:27]=[CH:26]2)=[CH:21][CH:20]=1.